From a dataset of TCR-epitope binding with 47,182 pairs between 192 epitopes and 23,139 TCRs. Binary Classification. Given a T-cell receptor sequence (or CDR3 region) and an epitope sequence, predict whether binding occurs between them. The epitope is VLWAHGFEL. The TCR CDR3 sequence is CASSYSIGNEQYF. Result: 0 (the TCR does not bind to the epitope).